Dataset: NCI-60 drug combinations with 297,098 pairs across 59 cell lines. Task: Regression. Given two drug SMILES strings and cell line genomic features, predict the synergy score measuring deviation from expected non-interaction effect. Drug 1: CC(CN1CC(=O)NC(=O)C1)N2CC(=O)NC(=O)C2. Drug 2: C1CC(=O)NC(=O)C1N2C(=O)C3=CC=CC=C3C2=O. Cell line: NCI-H460. Synergy scores: CSS=36.1, Synergy_ZIP=1.28, Synergy_Bliss=1.54, Synergy_Loewe=-3.75, Synergy_HSA=1.06.